The task is: Predict the reactants needed to synthesize the given product.. This data is from Full USPTO retrosynthesis dataset with 1.9M reactions from patents (1976-2016). (1) Given the product [Cl:1][C:2]1[CH:7]=[CH:6][C:5]([S:8]([C:11]2[CH:16]=[CH:15][C:14]([O:17][C:20](=[O:21])[N:19]([CH3:18])[C:23]3[CH:28]=[CH:27][CH:26]=[CH:25][CH:24]=3)=[CH:13][CH:12]=2)(=[O:10])=[O:9])=[CH:4][CH:3]=1, predict the reactants needed to synthesize it. The reactants are: [Cl:1][C:2]1[CH:7]=[CH:6][C:5]([S:8]([C:11]2[CH:16]=[CH:15][C:14]([OH:17])=[CH:13][CH:12]=2)(=[O:10])=[O:9])=[CH:4][CH:3]=1.[CH3:18][N:19]([C:23]1[CH:28]=[CH:27][CH:26]=[CH:25][CH:24]=1)[C:20](Cl)=[O:21]. (2) Given the product [C:55]1([C:53]2[O:54][C:50]([C:48]([C@@H:39]([NH:38][C:15]([C@@H:10]([NH:9][C:7]([N:1]3[CH2:2][CH2:3][O:4][CH2:5][CH2:6]3)=[O:8])[CH2:11][CH:12]([CH3:13])[CH3:14])=[O:17])[CH2:40][CH2:41][C:42]3[CH:43]=[CH:44][CH:45]=[CH:46][CH:47]=3)=[O:49])=[C:51]([C:61]3[CH:66]=[CH:65][CH:64]=[CH:63][CH:62]=3)[N:52]=2)[CH:56]=[CH:57][CH:58]=[CH:59][CH:60]=1, predict the reactants needed to synthesize it. The reactants are: [N:1]1([C:7]([NH:9][C@H:10]([C:15]([OH:17])=O)[CH2:11][CH:12]([CH3:14])[CH3:13])=[O:8])[CH2:6][CH2:5][O:4][CH2:3][CH2:2]1.C(Cl)CCl.C1C=CC2N(O)N=NC=2C=1.C(OC(=O)[NH:38][CH:39]([C:48]([C:50]1[O:54][C:53]([C:55]2[CH:60]=[CH:59][CH:58]=[CH:57][CH:56]=2)=[N:52][C:51]=1[C:61]1[CH:66]=[CH:65][CH:64]=[CH:63][CH:62]=1)=[O:49])[CH2:40][CH2:41][C:42]1[CH:47]=[CH:46][CH:45]=[CH:44][CH:43]=1)(C)(C)C.C(O)(C(F)(F)F)=O.CN1CCOCC1.N[C@H](C(O)=O)CC(C)C. (3) Given the product [NH2:21][C:4]1[CH:5]=[C:6]([N:9]2[CH2:16][CH:15]3[O:17][CH:11]([CH2:12][N:13]([C:18](=[O:20])[CH3:19])[CH2:14]3)[CH2:10]2)[CH:7]=[CH:8][C:3]=1[O:2][CH3:1], predict the reactants needed to synthesize it. The reactants are: [CH3:1][O:2][C:3]1[CH:8]=[CH:7][C:6]([N:9]2[CH2:16][CH:15]3[O:17][CH:11]([CH2:12][N:13]([C:18](=[O:20])[CH3:19])[CH2:14]3)[CH2:10]2)=[CH:5][C:4]=1[N+:21]([O-])=O. (4) Given the product [Br:9][CH2:10][C:11]([NH:5][C:4]1[CH:6]=[CH:7][CH:8]=[C:2]([CH3:1])[CH:3]=1)=[O:12], predict the reactants needed to synthesize it. The reactants are: [CH3:1][C:2]1[CH:3]=[C:4]([CH:6]=[CH:7][CH:8]=1)[NH2:5].[Br:9][CH2:10][C:11](Cl)=[O:12]. (5) Given the product [F:19][C:20]([F:26])([F:25])[CH2:21][CH2:22][C:2]1[CH:11]=[CH:10][C:5]([C:6]([O:8][CH3:9])=[O:7])=[CH:4][N:3]=1, predict the reactants needed to synthesize it. The reactants are: Cl[C:2]1[CH:11]=[CH:10][C:5]([C:6]([O:8][CH3:9])=[O:7])=[CH:4][N:3]=1.CN1CCCC1=O.[F:19][C:20]([F:26])([F:25])[CH2:21][CH2:22][Mg]Br.O. (6) The reactants are: [C:1]1([S:7]([N:10]2[C:14]3=[N:15][CH:16]=[CH:17][CH:18]=[C:13]3[CH:12]=[C:11]2[CH:19]([OH:27])[CH2:20][CH:21]2[CH2:26][CH2:25][CH2:24][CH2:23][O:22]2)(=[O:9])=[O:8])[CH:6]=[CH:5][CH:4]=[CH:3][CH:2]=1.CC(OI1(OC(C)=O)(OC(C)=O)OC(=O)C2C=CC=CC1=2)=O. Given the product [C:1]1([S:7]([N:10]2[C:14]3=[N:15][CH:16]=[CH:17][CH:18]=[C:13]3[CH:12]=[C:11]2[C:19](=[O:27])[CH2:20][CH:21]2[CH2:26][CH2:25][CH2:24][CH2:23][O:22]2)(=[O:9])=[O:8])[CH:2]=[CH:3][CH:4]=[CH:5][CH:6]=1, predict the reactants needed to synthesize it. (7) The reactants are: C([N:8]1[CH2:13][CH:12]=[C:11]([C:14]2[CH:19]=[CH:18][CH:17]=[CH:16][C:15]=2[C:20]([F:23])([F:22])[F:21])[CH2:10][CH2:9]1)C1C=CC=CC=1.[C:24]([C:28]1[CH:33]=[CH:32][C:31]([S:34](Cl)(=[O:36])=[O:35])=[CH:30][CH:29]=1)([CH3:27])([CH3:26])[CH3:25]. Given the product [C:24]([C:28]1[CH:33]=[CH:32][C:31]([S:34]([N:8]2[CH2:9][CH2:10][CH:11]([C:14]3[CH:19]=[CH:18][CH:17]=[CH:16][C:15]=3[C:20]([F:21])([F:22])[F:23])[CH2:12][CH2:13]2)(=[O:36])=[O:35])=[CH:30][CH:29]=1)([CH3:27])([CH3:25])[CH3:26], predict the reactants needed to synthesize it. (8) Given the product [OH:24][CH2:23][C:6]1[C:5]([CH2:3][OH:2])=[C:9]2[CH2:10][C:11]3[CH:12]=[CH:13][CH:14]=[CH:15][C:16]=3[N:8]2[C:7]=1[C:17]1[CH:22]=[CH:21][CH:20]=[CH:19][CH:18]=1, predict the reactants needed to synthesize it. The reactants are: C[O:2][C:3]([C:5]1[C:6]([C:23](OC)=[O:24])=[C:7]([C:17]2[CH:22]=[CH:21][CH:20]=[CH:19][CH:18]=2)[N:8]2[C:16]3[CH:15]=[CH:14][CH:13]=[CH:12][C:11]=3[CH2:10][C:9]=12)=O.[H-].[H-].[H-].[H-].[Li+].[Al+3].[H-].[OH-].[Na+].